Dataset: Full USPTO retrosynthesis dataset with 1.9M reactions from patents (1976-2016). Task: Predict the reactants needed to synthesize the given product. (1) Given the product [CH2:1]([C:9]1[C:8]([CH3:13])=[C:7]([Cl:6])[CH:12]=[CH:11][N:10]=1)[CH2:2][CH3:3], predict the reactants needed to synthesize it. The reactants are: [CH2:1](I)[CH2:2][CH3:3].[Li].[Cl:6][C:7]1[CH:12]=[CH:11][N:10]=[CH:9][C:8]=1[CH3:13].CCOCC. (2) Given the product [CH:1]1([C:4]2[NH:5][C:6]3=[C:9]([C:10]#[N:11])[C:17]([CH3:19])=[C:16]([C:20]4[CH:25]=[CH:24][CH:23]=[CH:22][CH:21]=4)[C:15](=[O:14])[N:7]3[N:8]=2)[CH2:3][CH2:2]1, predict the reactants needed to synthesize it. The reactants are: [CH:1]1([C:4]2[NH:5][C:6]([CH2:9][C:10]#[N:11])=[N:7][N:8]=2)[CH2:3][CH2:2]1.C([O:14][C:15](=O)[CH:16]([C:20]1[CH:25]=[CH:24][CH:23]=[CH:22][CH:21]=1)[C:17]([CH3:19])=O)C.C([O-])(=O)C.[NH4+]. (3) Given the product [CH3:22][O:42][N:41]([CH3:36])[C:19]([C:18]1[C:10]([NH:9][C:3]2[CH:4]=[CH:5][C:6]([I:8])=[CH:7][C:2]=2[F:1])=[C:11]2[C:15](=[CH:16][CH:17]=1)[NH:14][N:13]=[CH:12]2)=[O:21], predict the reactants needed to synthesize it. The reactants are: [F:1][C:2]1[CH:7]=[C:6]([I:8])[CH:5]=[CH:4][C:3]=1[NH:9][C:10]1[C:18]([C:19]([OH:21])=O)=[CH:17][CH:16]=[C:15]2[C:11]=1[CH:12]=[N:13][NH:14]2.[CH3:22]CN=C=NCCCN(C)C.C1C=C[C:36]2[N:41]([OH:42])N=NC=2C=1.CCN(C(C)C)C(C)C. (4) Given the product [OH:1][C:2]1[CH:3]=[CH:4][C:5]([C@@H:13]([OH:35])[CH2:14][NH:15][CH2:16][CH:17]2[CH2:22][CH2:21][N:20]([CH2:23][CH2:24][O:25][CH2:26][C@H:27]([C:28]3[CH:33]=[CH:32][CH:31]=[CH:30][CH:29]=3)[CH3:37])[CH2:19][CH2:18]2)=[C:6]2[C:11]=1[NH:10][C:9](=[O:12])[CH:8]=[CH:7]2, predict the reactants needed to synthesize it. The reactants are: [OH:1][C:2]1[CH:3]=[CH:4][C:5]([C@@H:13]([OH:35])[CH2:14][NH:15][CH2:16][C:17]2(O)[CH2:22][CH2:21][N:20]([CH2:23][CH2:24][O:25][CH2:26][CH2:27][C:28]3[CH:33]=[CH:32][CH:31]=[CH:30][CH:29]=3)[CH2:19][CH2:18]2)=[C:6]2[C:11]=1[NH:10][C:9](=[O:12])[CH:8]=[CH:7]2.N[CH2:37][C@@H](C1C=CC(O)=C2C=1C=CC(=O)N2)O[Si](C(C)(C)C)(C)C.C(O)(=O)C.C([BH3-])#N.[Na+]. (5) Given the product [CH3:1][O:2][C:3](=[O:27])[C:4]1[CH:9]=[CH:8][C:7]([CH3:10])=[C:6]([N:11]2[CH:12]=[C:13]([C:15]3[CH:16]=[N:17][N:18]([C:21]4[CH:26]=[CH:25][CH:24]=[CH:23][CH:22]=4)[C:19]=3[CH3:20])[N:29]=[C:28]2[SH:30])[CH:5]=1, predict the reactants needed to synthesize it. The reactants are: [CH3:1][O:2][C:3](=[O:27])[C:4]1[CH:9]=[CH:8][C:7]([CH3:10])=[C:6]([NH:11][CH2:12][C:13]([C:15]2[CH:16]=[N:17][N:18]([C:21]3[CH:26]=[CH:25][CH:24]=[CH:23][CH:22]=3)[C:19]=2[CH3:20])=O)[CH:5]=1.[C:28]([S-:30])#[N:29].[K+]. (6) The reactants are: Br[C:2]1[CH:10]=[CH:9][C:8]([C:11]([NH2:13])=[O:12])=[C:7]2[C:3]=1[CH:4]=[C:5]([CH:14]=[CH2:15])[NH:6]2.CC1(C)C(C)(C)OB([C:24]2[CH:25]=[C:26]([CH:28]=[CH:29][CH:30]=2)[NH2:27])O1.C([O-])([O-])=O.[Na+].[Na+]. Given the product [NH2:27][C:26]1[CH:25]=[C:24]([C:2]2[CH:10]=[CH:9][C:8]([C:11]([NH2:13])=[O:12])=[C:7]3[C:3]=2[CH:4]=[C:5]([CH:14]=[CH2:15])[NH:6]3)[CH:30]=[CH:29][CH:28]=1, predict the reactants needed to synthesize it. (7) Given the product [CH:1]([C:4]1[C:9](=[O:10])[N:8]2[N:11]=[CH:12][C:13]([C:14]#[N:15])=[C:7]2[NH:6][C:5]=1[C:16]1[CH:20]=[N:19][N:18]([C:24]2[CH:29]=[CH:28][CH:27]=[CH:26][N:25]=2)[CH:17]=1)([CH3:3])[CH3:2], predict the reactants needed to synthesize it. The reactants are: [CH:1]([C:4]1[C:9](=[O:10])[N:8]2[N:11]=[CH:12][C:13]([C:14]#[N:15])=[C:7]2[NH:6][C:5]=1[C:16]1[CH:17]=[N:18][NH:19][CH:20]=1)([CH3:3])[CH3:2].[H-].[Na+].F[C:24]1[CH:29]=[CH:28][CH:27]=[CH:26][N:25]=1. (8) Given the product [CH2:1]([O:3][C:4]([C:6]1([C:9]2[CH:14]=[CH:13][C:12]([C:15]3[CH:20]=[CH:19][C:18]([C:21]4[S:22][C:23]([F:29])=[CH:36][C:35]=4[NH:32][C:33]([O:62][C@@H:60]([C:56]4[C:55]([CH3:54])=[CH:59][S:58][CH:57]=4)[CH3:61])=[O:44])=[CH:17][CH:16]=3)=[CH:11][CH:10]=2)[CH2:8][CH2:7]1)=[O:5])[CH3:2], predict the reactants needed to synthesize it. The reactants are: [CH2:1]([O:3][C:4]([C:6]1([C:9]2[CH:14]=[CH:13][C:12]([C:15]3[CH:20]=[CH:19][C:18]([C:21]4[S:22][C:23]([F:29])=CC=4C(O)=O)=[CH:17][CH:16]=3)=[CH:11][CH:10]=2)[CH2:8][CH2:7]1)=[O:5])[CH3:2].C([N:32]([CH2:35][CH3:36])[CH2:33]C)C.C1(P(N=[N+]=[N-])(C2C=CC=CC=2)=[O:44])C=CC=CC=1.[CH3:54][C:55]1[C:56]([C@H:60]([OH:62])[CH3:61])=[CH:57][S:58][CH:59]=1. (9) Given the product [C:23]([O:27][C:28](=[O:29])[NH:10][C@H:8]([CH3:9])[CH2:7][N:5]1[CH2:4][CH:3]([C:1]#[N:2])[CH2:6]1)([CH3:26])([CH3:25])[CH3:24], predict the reactants needed to synthesize it. The reactants are: [C:1]([CH:3]1[CH2:6][N:5]([CH2:7][C@H:8]([NH:10]S(C2C=CC([N+]([O-])=O)=CC=2)(=O)=O)[CH3:9])[CH2:4]1)#[N:2].[C:23]([O:27][C:28](O[C:28]([O:27][C:23]([CH3:26])([CH3:25])[CH3:24])=[O:29])=[O:29])([CH3:26])([CH3:25])[CH3:24].C1(S)C=CC=CC=1.C(=O)([O-])[O-].[K+].[K+].[OH-].[Na+]. (10) Given the product [F:3][C:4]1[CH:5]=[CH:6][C:7]([N+:11]([O-:13])=[O:12])=[C:8]([O:10][CH3:14])[CH:9]=1, predict the reactants needed to synthesize it. The reactants are: [H-].[Na+].[F:3][C:4]1[CH:5]=[CH:6][C:7]([N+:11]([O-:13])=[O:12])=[C:8]([OH:10])[CH:9]=1.[CH3:14]I.O.